Dataset: Reaction yield outcomes from USPTO patents with 853,638 reactions. Task: Predict the reaction yield, written as a fraction of the theoretical maximum amount of product (1.0 means a 100% yield; for example, 0.34 means a 34% yield). (1) The reactants are [CH:1]([CH:4]1[C:9]([O:10][CH3:11])=[N:8][CH:7]([CH2:12][CH2:13]C(F)(F)F)[C:6]([O:18][CH3:19])=[N:5]1)([CH3:3])[CH3:2].BrCC[O:23][CH2:24][C:25]([F:28])([F:27])[F:26]. No catalyst specified. The product is [CH:1]([CH:4]1[C:9]([O:10][CH3:11])=[N:8][CH:7]([CH2:12][CH2:13][O:23][CH2:24][C:25]([F:28])([F:27])[F:26])[C:6]([O:18][CH3:19])=[N:5]1)([CH3:2])[CH3:3]. The yield is 0.650. (2) The yield is 0.340. The catalyst is ClC1C=CC=CC=1Cl. The product is [Cl:9][C:10]1[CH:36]=[CH:35][C:34]([Cl:37])=[CH:33][C:11]=1[C:12]1[N:46]([C:43]2[CH:44]=[CH:45][C:40]([O:39][CH3:38])=[CH:41][CH:42]=2)[C:16]([C:17]2[CH:22]=[CH:21][C:20]([O:23][CH2:24][CH2:25][CH2:26][CH2:27][CH2:28][CH2:29][CH2:30][CH3:31])=[CH:19][CH:18]=2)=[N:15][N:14]=1. The reactants are C(Cl)Cl.CN(C=O)C.[Cl:9][C:10]1[CH:36]=[CH:35][C:34]([Cl:37])=[CH:33][C:11]=1[C:12]([NH:14][NH:15][C:16](=O)[C:17]1[CH:22]=[CH:21][C:20]([O:23][CH2:24][CH2:25][CH2:26][CH2:27][CH2:28][CH2:29][CH2:30][CH3:31])=[CH:19][CH:18]=1)=O.[CH3:38][O:39][C:40]1[CH:45]=[CH:44][C:43]([NH2:46])=[CH:42][CH:41]=1.P(Cl)(Cl)Cl. (3) The reactants are Cl.[F:2][C:3]1([F:7])[CH2:6][NH:5][CH2:4]1.CCN(C(C)C)C(C)C.FC(F)(F)S([O-])(=O)=O.[N:25]1([S:30](N2C=C[N+](C)=C2)(=[O:32])=[O:31])[CH:29]=[CH:28][N:27]=[CH:26]1. The catalyst is CC#N. The product is [F:2][C:3]1([F:7])[CH2:6][N:5]([S:30]([N:25]2[CH:29]=[CH:28][N:27]=[CH:26]2)(=[O:32])=[O:31])[CH2:4]1. The yield is 0.550. (4) The reactants are [N:1]([CH2:4][C@@H:5]1[O:9][C:8](=[O:10])[N:7]([C:11]2[CH:16]=[CH:15][C:14]([I:17])=[C:13]([F:18])[CH:12]=2)[CH2:6]1)=[N+]=[N-].C1C=CC(P(C2C=CC=CC=2)C2C=CC=CC=2)=CC=1.CC1C=CC(S(O)(=O)=O)=CC=1. The catalyst is C1COCC1. The product is [NH2:1][CH2:4][C@@H:5]1[O:9][C:8](=[O:10])[N:7]([C:11]2[CH:16]=[CH:15][C:14]([I:17])=[C:13]([F:18])[CH:12]=2)[CH2:6]1. The yield is 0.540. (5) The reactants are [CH2:1]([NH:6][C:7]1[N:8]=[CH:9][NH:10][C:11]=1[C:12]1[NH:16][N:15]=[CH:14][N:13]=1)[CH2:2][CH2:3][CH2:4][CH3:5].C1N=CN([C:22](N2C=NC=C2)=[O:23])C=1. The catalyst is O1CCOCC1. The product is [CH2:1]([N:6]1[C:7]2[N:8]=[CH:9][NH:10][C:11]=2[C:12]2=[N:13][CH:14]=[N:15][N:16]2[C:22]1=[O:23])[CH2:2][CH2:3][CH2:4][CH3:5]. The yield is 0.0500. (6) The reactants are [N:1]1([C:7]([O:9][C:10]([CH3:13])([CH3:12])[CH3:11])=[O:8])[CH2:6][CH2:5][NH:4][CH2:3][CH2:2]1.[Br:14][C:15]1[CH:16]=[C:17]2[C:22](=[CH:23][C:24]=1[Cl:25])[N:21]=[C:20]([CH3:26])[N:19]=[C:18]2Cl. The catalyst is CC(O)C. The product is [Br:14][C:15]1[CH:16]=[C:17]2[C:22](=[CH:23][C:24]=1[Cl:25])[N:21]=[C:20]([CH3:26])[N:19]=[C:18]2[N:4]1[CH2:5][CH2:6][N:1]([C:7]([O:9][C:10]([CH3:13])([CH3:12])[CH3:11])=[O:8])[CH2:2][CH2:3]1. The yield is 0.590. (7) The reactants are [CH3:1][O:2][C:3]1[CH:14]=[CH:13][C:6](/[CH:7]=[CH:8]/[S:9](Cl)(=[O:11])=[O:10])=[CH:5][CH:4]=1.[CH3:15][NH:16][C:17]1[CH:22]=[CH:21][CH:20]=[CH:19][CH:18]=1. No catalyst specified. The product is [CH3:1][O:2][C:3]1[CH:14]=[CH:13][C:6](/[CH:7]=[CH:8]/[S:9]([N:16]([CH3:15])[C:17]2[CH:22]=[CH:21][CH:20]=[CH:19][CH:18]=2)(=[O:11])=[O:10])=[CH:5][CH:4]=1. The yield is 0.809. (8) The reactants are [Cl:1][C:2]1[C:3]([CH:8]=O)=[N:4][CH:5]=[CH:6][CH:7]=1.[CH3:10][N:11]([CH3:15])[CH2:12][CH2:13][NH2:14].CCN(C(C)C)C(C)C.[BH-](OC(C)=O)(OC(C)=O)OC(C)=O.[Na+]. The catalyst is C(Cl)Cl. The product is [Cl:1][C:2]1[C:3]([CH2:8][NH:14][CH2:13][CH2:12][N:11]([CH3:15])[CH3:10])=[N:4][CH:5]=[CH:6][CH:7]=1. The yield is 0.710. (9) The reactants are [CH3:1][O:2][C:3](=[O:18])[CH2:4][C:5]1[C:14]([CH3:15])=[C:13]([OH:16])[C:12]2[C:7](=[CH:8][CH:9]=[C:10]([F:17])[CH:11]=2)[CH:6]=1.N1C=CC=CC=1.[F:25][C:26]([F:39])([F:38])[S:27](O[S:27]([C:26]([F:39])([F:38])[F:25])(=[O:29])=[O:28])(=[O:29])=[O:28]. The catalyst is C(Cl)Cl. The product is [CH3:1][O:2][C:3](=[O:18])[CH2:4][C:5]1[C:14]([CH3:15])=[C:13]([O:16][S:27]([C:26]([F:39])([F:38])[F:25])(=[O:29])=[O:28])[C:12]2[C:7](=[CH:8][CH:9]=[C:10]([F:17])[CH:11]=2)[CH:6]=1. The yield is 0.770. (10) The reactants are Cl[C:2]1[C:11]([C:12]([F:15])([F:14])[F:13])=[CH:10][C:9]2[C:4](=[CH:5][CH:6]=[C:7]([O:16][CH3:17])[CH:8]=2)[N:3]=1.[CH3:18][O:19][C:20]([CH:22]1[CH2:27][CH2:26][NH:25][CH2:24][CH2:23]1)=[O:21].CCN(CC)CC. The product is [CH3:17][O:16][C:7]1[CH:8]=[C:9]2[C:4](=[CH:5][CH:6]=1)[N:3]=[C:2]([N:25]1[CH2:26][CH2:27][CH:22]([C:20]([O:19][CH3:18])=[O:21])[CH2:23][CH2:24]1)[C:11]([C:12]([F:15])([F:14])[F:13])=[CH:10]2. The catalyst is CC(O)C.O. The yield is 0.430.